Predict the reaction yield, written as a fraction of the theoretical maximum amount of product (1.0 means a 100% yield; for example, 0.34 means a 34% yield). From a dataset of Reaction yield outcomes from USPTO patents with 853,638 reactions. The reactants are [F:1][C:2]([F:19])([F:18])[O:3][C:4]1[CH:17]=[CH:16][C:7]([CH2:8][CH2:9][NH:10][C:11](=O)[O:12]CC)=[CH:6][CH:5]=1.O=P12OP3(OP(OP(O3)(O1)=O)(=O)O2)=O. The catalyst is O=P(Cl)(Cl)Cl. The product is [F:1][C:2]([F:19])([F:18])[O:3][C:4]1[CH:17]=[C:16]2[C:7]([CH2:8][CH2:9][NH:10][C:11]2=[O:12])=[CH:6][CH:5]=1. The yield is 0.0410.